Dataset: Reaction yield outcomes from USPTO patents with 853,638 reactions. Task: Predict the reaction yield, written as a fraction of the theoretical maximum amount of product (1.0 means a 100% yield; for example, 0.34 means a 34% yield). (1) The reactants are [NH2:1][C:2]1[CH:3]=[C:4]2[C:13](=[CH:14][CH:15]=1)[O:12][CH2:11][C:10]1[N:5]2[C@H:6]([CH3:17])[C:7](=[O:16])[NH:8][N:9]=1.O=[C:19]1[CH2:23][CH2:22][N:21]([C:24]([O:26][C:27]([CH3:30])([CH3:29])[CH3:28])=[O:25])[CH2:20]1.C([BH3-])#N.[Na+]. The catalyst is C(O)(=O)C. The product is [C:27]([O:26][C:24]([N:21]1[CH2:22][CH2:23][CH:19]([NH:1][C:2]2[CH:3]=[C:4]3[C:13](=[CH:14][CH:15]=2)[O:12][CH2:11][C:10]2[N:5]3[C@H:6]([CH3:17])[C:7](=[O:16])[NH:8][N:9]=2)[CH2:20]1)=[O:25])([CH3:30])([CH3:28])[CH3:29]. The yield is 0.530. (2) The reactants are [CH3:1][C:2]1[N:7]=[C:6]([NH:8][C:9]2[C:14]([CH3:15])=[CH:13][C:12]([CH3:16])=[CH:11][C:10]=2[CH3:17])[C:5]([S:18]([C:21]2[CH:26]=[CH:25][C:24]([OH:27])=[CH:23][CH:22]=2)(=[O:20])=[O:19])=[CH:4][N:3]=1.C(=O)([O-])[O-].[K+].[K+].[CH2:34](Br)[C:35]1[CH:40]=[CH:39][CH:38]=[CH:37][CH:36]=1.CC(C)=O. The catalyst is O. The product is [CH2:34]([O:27][C:24]1[CH:23]=[CH:22][C:21]([S:18]([C:5]2[C:6]([NH:8][C:9]3[C:14]([CH3:15])=[CH:13][C:12]([CH3:16])=[CH:11][C:10]=3[CH3:17])=[N:7][C:2]([CH3:1])=[N:3][CH:4]=2)(=[O:20])=[O:19])=[CH:26][CH:25]=1)[C:35]1[CH:40]=[CH:39][CH:38]=[CH:37][CH:36]=1. The yield is 0.910. (3) The reactants are [CH3:1][O:2][C:3]1[CH:4]=[C:5]([C:12]([NH2:14])=O)[CH:6]=[C:7]([CH:11]=1)[C:8]([NH2:10])=O.N1C=CC=CC=1.FC(F)(F)C(OC(=O)C(F)(F)F)=O. The catalyst is ClCCl. The product is [CH3:1][O:2][C:3]1[CH:4]=[C:5]([C:12]#[N:14])[CH:6]=[C:7]([CH:11]=1)[C:8]#[N:10]. The yield is 0.460. (4) The reactants are [Cl:1][C:2]1[CH:7]=[C:6]([NH:8][C:9]2[N:14]=[C:13](Cl)[N:12]=[C:11]([NH:16][CH:17]3[CH2:23][CH2:22][CH2:21][CH2:20][CH2:19][CH2:18]3)[N:10]=2)[CH:5]=[CH:4][C:3]=1[OH:24].[CH3:25][N:26]1[CH2:31][CH2:30][CH:29]([NH:32][CH3:33])[CH2:28][CH2:27]1.[OH-].[Na+].O. The catalyst is C1COCC1. The product is [Cl:1][C:2]1[CH:7]=[C:6]([NH:8][C:9]2[N:10]=[C:11]([NH:16][CH:17]3[CH2:23][CH2:22][CH2:21][CH2:20][CH2:19][CH2:18]3)[N:12]=[C:13]([N:32]([CH3:33])[CH:29]3[CH2:30][CH2:31][N:26]([CH3:25])[CH2:27][CH2:28]3)[N:14]=2)[CH:5]=[CH:4][C:3]=1[OH:24]. The yield is 0.140. (5) The reactants are [Cl:1][C:2]1[CH:3]=[C:4](/[C:12](=[N:16]\[O:17][CH:18]2[CH2:22][CH2:21][CH2:20][CH2:19]2)/[C:13]([OH:15])=O)[CH:5]=[CH:6][C:7]=1[S:8]([CH3:11])(=[O:10])=[O:9].[CH2:23]([N:26]1[CH:30]=[CH:29][C:28]([NH2:31])=[N:27]1)[CH2:24][CH3:25].C(N(CC)C(C)C)(C)C. The catalyst is C(Cl)Cl. The product is [Cl:1][C:2]1[CH:3]=[C:4](/[C:12](=[N:16]\[O:17][CH:18]2[CH2:22][CH2:21][CH2:20][CH2:19]2)/[C:13]([NH:31][C:28]2[CH:29]=[CH:30][N:26]([CH2:23][CH2:24][CH3:25])[N:27]=2)=[O:15])[CH:5]=[CH:6][C:7]=1[S:8]([CH3:11])(=[O:9])=[O:10]. The yield is 0.670. (6) The reactants are [N+:1]([C:4]1[CH:22]=[CH:21][C:7]([O:8][CH2:9][C:10]2[O:14][N:13]=[C:12]([C:15]3[CH:20]=[CH:19][CH:18]=[CH:17][CH:16]=3)[N:11]=2)=[CH:6][CH:5]=1)([O-])=O.S(S([O-])=O)([O-])=O.[Na+].[Na+].C([O-])([O-])=O.[K+].[K+]. The catalyst is CO.C(Cl)Cl. The product is [NH2:1][C:4]1[CH:22]=[CH:21][C:7]([O:8][CH2:9][C:10]2[O:14][N:13]=[C:12]([C:15]3[CH:20]=[CH:19][CH:18]=[CH:17][CH:16]=3)[N:11]=2)=[CH:6][CH:5]=1. The yield is 0.510. (7) The reactants are C[Si](C)(C)[N-][Si](C)(C)C.[K+].C1(C)C=CC=CC=1.[CH3:18][O:19][C:20]([CH:22]1[CH:26]([C@H:27]([CH3:30])[CH2:28]I)[CH2:25][N:24]([C:31]([O:33][CH2:34][C:35]2[CH:40]=[CH:39][CH:38]=[CH:37][CH:36]=2)=[O:32])[CH2:23]1)=[O:21].[Cl-].[NH4+]. The catalyst is O1CCCC1. The product is [CH3:18][O:19][C:20]([C@:22]12[CH2:28][CH:27]([CH3:30])[CH:26]1[CH2:25][N:24]([C:31]([O:33][CH2:34][C:35]1[CH:40]=[CH:39][CH:38]=[CH:37][CH:36]=1)=[O:32])[CH2:23]2)=[O:21]. The yield is 0.780.